This data is from Reaction yield outcomes from USPTO patents with 853,638 reactions. The task is: Predict the reaction yield, written as a fraction of the theoretical maximum amount of product (1.0 means a 100% yield; for example, 0.34 means a 34% yield). (1) The reactants are [Cl:1][C:2]1[CH:3]=[C:4]2[C:9](=[CH:10][C:11]=1[OH:12])[O:8][CH2:7][CH2:6][CH:5]2[C:13]([O:15][CH2:16][CH3:17])=[O:14].[Br:18]Br. The catalyst is C(O)(=O)C. The product is [Br:18][C:10]1[C:11]([OH:12])=[C:2]([Cl:1])[CH:3]=[C:4]2[C:9]=1[O:8][CH2:7][CH2:6][CH:5]2[C:13]([O:15][CH2:16][CH3:17])=[O:14]. The yield is 0.900. (2) The reactants are CN(C)/[CH:3]=[C:4](\[F:16])/[C:5]([C:7]1[N:11]([CH:12]([CH3:14])[CH3:13])[C:10]([CH3:15])=[N:9][CH:8]=1)=O.Cl.[NH2:19][C:20]([NH2:22])=[NH:21].C[O-].[Na+]. The catalyst is C(O)CCC. The product is [F:16][C:4]1[C:5]([C:7]2[N:11]([CH:12]([CH3:13])[CH3:14])[C:10]([CH3:15])=[N:9][CH:8]=2)=[N:21][C:20]([NH2:22])=[N:19][CH:3]=1. The yield is 0.710. (3) The reactants are [CH3:1][O:2][C:3]1[CH:4]=[C:5]2[C:9](=[CH:10][C:11]=1[C:12]([F:15])([F:14])[F:13])[NH:8][C:7](C(O)=O)=[C:6]2[CH3:19].Cl. The catalyst is N1C2C(=CC=CC=2)C=CC=1.CCOC(C)=O.[Cu]. The product is [CH3:1][O:2][C:3]1[CH:4]=[C:5]2[C:9](=[CH:10][C:11]=1[C:12]([F:15])([F:13])[F:14])[NH:8][CH:7]=[C:6]2[CH3:19]. The yield is 0.510.